From a dataset of Drug-target binding data from BindingDB using Ki measurements. Regression. Given a target protein amino acid sequence and a drug SMILES string, predict the binding affinity score between them. We predict pKi (pKi = -log10(Ki in M); higher means stronger inhibition). Dataset: bindingdb_ki. (1) The small molecule is Cc1onc(-c2cccnc2)c1COc1ccc(C(=O)NCC2CC2)cn1. The target protein (P31644) has sequence MDNGMFSGFIMIKNLLLFCISMNLSSHFGFSQMPTSSVKDETNDNITIFTRILDGLLDGYDNRLRPGLGERITQVRTDIYVTSFGPVSDTEMEYTIDVFFRQSWKDERLRFKGPMQRLPLNNLLASKIWTPDTFFHNGKKSIAHNMTTPNKLLRLEDDGTLLYTMRLTISAECPMQLEDFPMDAHACPLKFGSYAYPNSEVVYVWTNGSTKSVVVAEDGSRLNQYHLMGQTVGTENISTSTGEYTIMTAHFHLKRKIGYFVIQTYLPCIMTVILSQVSFWLNRESVPARTVFGVTTVLTMTTLSISARNSLPKVAYATAMDWFIAVCYAFVFSALIEFATVNYFTKRGWAWDGKKALEAAKIKKKREVILNKSTNAFTTGKMSHPPNIPKEQTPAGTSNTTSVSVKPSEEKTSESKKTYNSISKIDKMSRIVFPVLFGTFNLVYWATYLNREPVIKGAASPK. The pKi is 7.5. (2) The small molecule is Oc1ccc2[nH]cc(CCCCN3CC=C(c4ccccc4)CC3)c2c1. The target protein sequence is MDPLNLSWYDDDLERQNWSRPFNGSEGKADRPHYNYYAMLLTLLIFIIVFGNVLVCMAVSREKALQTTTNYLIVSLAVADLLVATLVMPWVVYLEVVGEWKFSRIHCDIFVTLDVMMCTASILNLCAISIDRYTAVAMPMLYNTRYSSKRRVTVMIAIVWVLSFTISCPLLFGLNNTDQNECIIANPAFVVYSSIVSFYVPFIVTLLVYIKIYIVLRKRRKRVNTKRSSRAFRANLKTPLKGNCTHPEDMKLCTVIMKSNGSFPVNRRRMDAARRAQELEMEMLSSTSPPERTRYSPIPPSHHQLTLPDPSHHGLHSNPDSPAKPEKNGHAKIVNPRIAKFFEIQTMPNGKTRTSLKTMSRRKLSQQKEKKATQMLAIVLGVFIICWLPFFITHILNIHCDCNIPPVLYSAFTWLGYVNSAVNPIIYTTFNIEFRKAFMKILHC. The pKi is 9.0. (3) The compound is O=C(CCP(=O)(O)O)NS(=O)(=O)c1ccccc1. The target protein (P0AB71) has sequence MSKIFDFVKPGVITGDDVQKVFQVAKENNFALPAVNCVGTDSINAVLETAAKVKAPVIVQFSNGGASFIAGKGVKSDVPQGAAILGAISGAHHVHQMAEHYGVPVILHTDHCAKKLLPWIDGLLDAGEKHFAATGKPLFSSHMIDLSEESLQENIEICSKYLERMSKIGMTLEIELGCTGGEEDGVDNSHMDASALYTQPEDVDYAYTELSKISPRFTIAASFGNVHGVYKPGNVVLTPTILRDSQEYVSKKHNLPHNSLNFVFHGGSGSTAQEIKDSVSYGVVKMNIDTDTQWATWEGVLNYYKANEAYLQGQLGNPKGEDQPNKKYYDPRVWLRAGQTSMIARLEKAFQELNAIDVL. The pKi is 2.0. (4) The small molecule is CN(C(=O)Cc1ccccc1)[C@H]1CC[C@@]2(CCCO2)C[C@@H]1N1CCCC1. The target protein sequence is MDSPIQIFRGEPGPTCAPSACLPPNSSAWFPGWAEPDSNGSAGSEDAQLEPAHISPAIPVIITAVYSVVFVVGLVGNSLVMFVIIRYTKMKTATNIYIFNLALADALVTTTMPFQSTVYLMNSWPFGDVLCKIVISIDYYNMFTSIFTLTMMSVDRYIAVCHPVKALDFRTPLKAKIINICIWLLSSSVGISAIVLGGTKVREDVDVIECSLQFPDDDYSWWDLFMKICVFIFAFVIPVLIIIVCYTLMILRLKSVRLLSGSREKDRNLRRITRLVLVVVAVFVVCWTPIFIFILVEALGSTSHSTAALSSYYFCIALGYTNSSLNPILYAFLDENFKRCFRDFCFPLKMRMERQSTSRVRNTVQDPAYLRDIDGMNKPV. The pKi is 8.1. (5) The compound is CN1[C@H]2CC[C@@H]1C[C@@H](n1cc(CNC(=O)c3ccco3)nn1)C2. The target protein sequence is MLVSVYLALLVACVGQAHSQANLMRLKSDLFNRSPMYPGPTKDDPLTVTLGFTLQDIVKADSSTNEVDLVYYEQQRWKLNSLMWDPNEYGNITDFRTSAADIWTPDITAYSSTRPVQVLSPQIAVVTHDGSVMFIPAQRLSFMCDPTGVDSEEGATCAVKFGSWVYSGFEIDLKTDTDQVDLSSYYASSKYEILSATQTRQVQHYSCCPEPYIDVNLVVKFRERRAGNGFFRNLFD. The pKi is 5.8.